From a dataset of hERG potassium channel inhibition data for cardiac toxicity prediction from Karim et al.. Regression/Classification. Given a drug SMILES string, predict its toxicity properties. Task type varies by dataset: regression for continuous values (e.g., LD50, hERG inhibition percentage) or binary classification for toxic/non-toxic outcomes (e.g., AMES mutagenicity, cardiotoxicity, hepatotoxicity). Dataset: herg_karim. The molecule is N#Cc1ccccc1C1CCC(N2CC(NC(=O)CNc3ncnc4ccc(C(F)(F)F)cc34)C2)CC1. The result is 1 (blocker).